From a dataset of Forward reaction prediction with 1.9M reactions from USPTO patents (1976-2016). Predict the product of the given reaction. Given the reactants [CH3:1][C:2]([C:4]1[CH:9]=[CH:8][C:7]2[O:10][CH2:11][O:12][C:6]=2[CH:5]=1)=[O:3].[N+:13]([O-])([OH:15])=[O:14].CCOC(C)=O, predict the reaction product. The product is: [CH3:1][C:2]([C:4]1[C:9]([N+:13]([O-:15])=[O:14])=[CH:8][C:7]2[O:10][CH2:11][O:12][C:6]=2[CH:5]=1)=[O:3].